The task is: Regression. Given two drug SMILES strings and cell line genomic features, predict the synergy score measuring deviation from expected non-interaction effect.. This data is from NCI-60 drug combinations with 297,098 pairs across 59 cell lines. (1) Drug 1: CC1=C(C=C(C=C1)C(=O)NC2=CC(=CC(=C2)C(F)(F)F)N3C=C(N=C3)C)NC4=NC=CC(=N4)C5=CN=CC=C5. Synergy scores: CSS=9.01, Synergy_ZIP=-2.32, Synergy_Bliss=1.58, Synergy_Loewe=1.04, Synergy_HSA=0.722. Cell line: HS 578T. Drug 2: C1CN(CCN1C(=O)CCBr)C(=O)CCBr. (2) Drug 1: C1CN1P(=S)(N2CC2)N3CC3. Drug 2: C1=NC2=C(N=C(N=C2N1C3C(C(C(O3)CO)O)F)Cl)N. Cell line: HOP-62. Synergy scores: CSS=24.8, Synergy_ZIP=-1.10, Synergy_Bliss=1.45, Synergy_Loewe=-21.1, Synergy_HSA=5.74. (3) Drug 1: CC(CN1CC(=O)NC(=O)C1)N2CC(=O)NC(=O)C2. Drug 2: C1CCC(CC1)NC(=O)N(CCCl)N=O. Cell line: UACC-257. Synergy scores: CSS=10.0, Synergy_ZIP=-0.853, Synergy_Bliss=8.45, Synergy_Loewe=6.14, Synergy_HSA=6.40.